From a dataset of Forward reaction prediction with 1.9M reactions from USPTO patents (1976-2016). Predict the product of the given reaction. (1) The product is: [CH2:1]([C@H:8]1[CH2:12][O:11][C:10](=[O:13])[N:9]1[C:14](=[O:19])[C@@H:15]([O:16][CH2:17][CH3:18])[C@@H:32]([C:31]1[CH:34]=[CH:35][C:28]([O:27][CH2:20][C:21]2[CH:22]=[CH:23][CH:24]=[CH:25][CH:26]=2)=[CH:29][C:30]=1[F:36])[OH:33])[C:2]1[CH:3]=[CH:4][CH:5]=[CH:6][CH:7]=1. Given the reactants [CH2:1]([C@H:8]1[CH2:12][O:11][C:10](=[O:13])[N:9]1[C:14](=[O:19])[CH2:15][O:16][CH2:17][CH3:18])[C:2]1[CH:7]=[CH:6][CH:5]=[CH:4][CH:3]=1.[CH2:20]([O:27][C:28]1[CH:35]=[CH:34][C:31]([CH:32]=[O:33])=[C:30]([F:36])[CH:29]=1)[C:21]1[CH:26]=[CH:25][CH:24]=[CH:23][CH:22]=1.[O-]S(C(F)(F)F)(=O)=O.C([B+]CCCC)CCC, predict the reaction product. (2) Given the reactants [CH3:1][O:2][C:3](=[O:30])[C:4]1[CH:9]=[CH:8][C:7]([CH3:10])=[C:6]([N:11]2[C:16](=[O:17])[C:15]([Cl:18])=[C:14]([O:19]CC3C=CC(OC)=CC=3)[N:13]=[C:12]2[CH3:29])[CH:5]=1.Cl[CH2:32][C:33]1[CH:38]=[CH:37][CH:36]=[C:35]([C:39]([F:42])([F:41])[F:40])[N:34]=1.C(=O)([O-])[O-].[K+].[K+].C1OCCOCCOCCOCCOCCOC1, predict the reaction product. The product is: [CH3:1][O:2][C:3](=[O:30])[C:4]1[CH:9]=[CH:8][C:7]([CH3:10])=[C:6]([N:11]2[C:16](=[O:17])[C:15]([Cl:18])=[C:14]([O:19][CH2:32][C:33]3[CH:38]=[CH:37][CH:36]=[C:35]([C:39]([F:42])([F:41])[F:40])[N:34]=3)[N:13]=[C:12]2[CH3:29])[CH:5]=1. (3) Given the reactants [Cl:1][C:2]1[CH:24]=[CH:23][C:5]([CH2:6][CH:7]2[C:11]([CH2:13][N:14]3[CH:18]=[N:17][CH:16]=[N:15]3)([OH:12])[C:10]([CH2:21][OH:22])([CH2:19][OH:20])[CH2:9][CH2:8]2)=[CH:4][CH:3]=1.C(N(CC)CC)C.[S:32](Cl)([CH3:35])(=[O:34])=[O:33], predict the reaction product. The product is: [CH3:35][S:32]([O:22][CH2:21][C:10]1([CH2:19][O:20][S:32]([CH3:35])(=[O:34])=[O:33])[CH2:9][CH2:8][CH:7]([CH2:6][C:5]2[CH:23]=[CH:24][C:2]([Cl:1])=[CH:3][CH:4]=2)[C:11]1([OH:12])[CH2:13][N:14]1[CH:18]=[N:17][CH:16]=[N:15]1)(=[O:34])=[O:33]. (4) Given the reactants C([O:3][C:4](=O)[CH2:5][O:6][C:7]1[CH:12]=[CH:11][C:10]([C:13]2[CH:18]=[CH:17][CH:16]=[CH:15][CH:14]=2)=[CH:9][CH:8]=1)C.CC(C[AlH]CC(C)C)C, predict the reaction product. The product is: [C:10]1([C:13]2[CH:14]=[CH:15][CH:16]=[CH:17][CH:18]=2)[CH:9]=[CH:8][C:7]([O:6][CH2:5][CH2:4][OH:3])=[CH:12][CH:11]=1.